This data is from Full USPTO retrosynthesis dataset with 1.9M reactions from patents (1976-2016). The task is: Predict the reactants needed to synthesize the given product. (1) Given the product [F:1][C:2]1[CH:3]=[CH:4][C:5]([CH:8]2[CH2:10][C@:9]2([NH:34][C:37](=[O:22])[O:43][C:39]([CH3:42])([CH3:41])[CH3:40])[CH3:14])=[CH:6][CH:7]=1, predict the reactants needed to synthesize it. The reactants are: [F:1][C:2]1[CH:7]=[CH:6][C:5]([CH:8]2[CH2:10][C@@:9]2([CH3:14])C(O)=O)=[CH:4][CH:3]=1.C1(P(N=[N+]=[N-])(C2C=CC=CC=2)=[O:22])C=CC=CC=1.CC[N:34]([CH2:37]C)CC.[C:39]([OH:43])([CH3:42])([CH3:41])[CH3:40]. (2) The reactants are: [OH:1][CH2:2][C:3]1[O:4][C:5](=[O:11])[O:6][C:7]=1[CH2:8][CH2:9][CH3:10].N1C=CC=CC=1.[C:18](Cl)(=[O:29])[O:19][C:20]1[CH:25]=[CH:24][C:23]([N+:26]([O-:28])=[O:27])=[CH:22][CH:21]=1.Cl. Given the product [C:18](=[O:29])([O:1][CH2:2][C:3]1[O:4][C:5](=[O:11])[O:6][C:7]=1[CH2:8][CH2:9][CH3:10])[O:19][C:20]1[CH:21]=[CH:22][C:23]([N+:26]([O-:28])=[O:27])=[CH:24][CH:25]=1, predict the reactants needed to synthesize it. (3) Given the product [CH3:20][Si:21]([CH3:24])([CH3:23])[O:1][C@@H:2]1[C@@H:7]([O:8][Si:21]([CH3:24])([CH3:23])[CH3:20])[C@H:6]([O:9][Si:21]([CH3:24])([CH3:23])[CH3:20])[C@@H:5]([CH2:10][O:11][Si:21]([CH3:24])([CH3:23])[CH3:20])[O:4][C:3]1=[O:12], predict the reactants needed to synthesize it. The reactants are: [OH:1][C@@H:2]1[C@@H:7]([OH:8])[C@H:6]([OH:9])[C@@H:5]([CH2:10][OH:11])[O:4][C:3]1=[O:12].CN1CCOCC1.[CH3:20][Si:21]([CH3:24])([CH3:23])Cl.C1(C)C=CC=CC=1. (4) Given the product [CH3:9][C@@H:10]1[CH2:15][N:14]([CH2:7][C:3]2[CH:2]=[N:1][CH:6]=[CH:5][CH:4]=2)[CH2:13][CH2:12][N:11]1[C:16]1[CH:17]=[CH:18][C:19]2[N:20]([C:22]([C:25]([F:27])([F:26])[F:28])=[N:23][N:24]=2)[N:21]=1, predict the reactants needed to synthesize it. The reactants are: [N:1]1[CH:6]=[CH:5][CH:4]=[C:3]([CH:7]=O)[CH:2]=1.[CH3:9][C@@H:10]1[CH2:15][NH:14][CH2:13][CH2:12][N:11]1[C:16]1[CH:17]=[CH:18][C:19]2[N:20]([C:22]([C:25]([F:28])([F:27])[F:26])=[N:23][N:24]=2)[N:21]=1. (5) The reactants are: [OH:1][C:2]1[CH:3]=[C:4]([CH:8]=[C:9]([OH:11])[CH:10]=1)[C:5]([OH:7])=[O:6].[CH2:12](O)[CH:13]=[CH2:14].C[Si](Cl)(C)C. Given the product [CH2:14]([O:6][C:5](=[O:7])[C:4]1[CH:3]=[C:2]([OH:1])[CH:10]=[C:9]([OH:11])[CH:8]=1)[CH:13]=[CH2:12], predict the reactants needed to synthesize it. (6) Given the product [CH3:1][O:2][C:3]1[CH:4]=[C:5]([C:11](=[O:13])/[CH:12]=[CH:31]/[C:29]2[NH:28][N:27]=[C:26]([C:18]3[CH:17]=[C:16]([O:15][CH3:14])[C:21]([O:22][CH3:23])=[C:20]([O:24][CH3:25])[CH:19]=3)[CH:30]=2)[CH:6]=[CH:7][C:8]=1[O:9][CH3:10], predict the reactants needed to synthesize it. The reactants are: [CH3:1][O:2][C:3]1[CH:4]=[C:5]([C:11](=[O:13])[CH3:12])[CH:6]=[CH:7][C:8]=1[O:9][CH3:10].[CH3:14][O:15][C:16]1[CH:17]=[C:18]([C:26]2[CH:30]=[C:29]([CH:31]=O)[NH:28][N:27]=2)[CH:19]=[C:20]([O:24][CH3:25])[C:21]=1[O:22][CH3:23].[OH-].[Na+]. (7) Given the product [CH3:1][O:2][C:3](=[O:12])[CH2:4][C:5]1[CH:10]=[CH:9][N:8]=[C:7]([C:14]#[C:13][C:15]2[CH:20]=[CH:19][C:18]([C:21]([F:22])([F:23])[F:24])=[CH:17][CH:16]=2)[CH:6]=1, predict the reactants needed to synthesize it. The reactants are: [CH3:1][O:2][C:3](=[O:12])[CH2:4][C:5]1[CH:10]=[CH:9][N:8]=[C:7](Cl)[CH:6]=1.[C:13]([C:15]1[CH:20]=[CH:19][C:18]([C:21]([F:24])([F:23])[F:22])=[CH:17][CH:16]=1)#[CH:14].C1(P(C2C=CC=CC=2)C2C=CC=CC=2)C=CC=CC=1.C([O-])(O)=O.[Na+]. (8) Given the product [CH3:20][O:21][C:22]1[CH:27]=[CH:26][C:25]([C:2]2[C:10]3[N:9]4[CH2:11][CH2:12][CH2:13][NH:14][C:15](=[O:16])[C:8]4=[C:7]([CH3:17])[C:6]=3[CH:5]=[C:4]([C:18]#[N:19])[CH:3]=2)=[CH:24][CH:23]=1, predict the reactants needed to synthesize it. The reactants are: Br[C:2]1[C:10]2[N:9]3[CH2:11][CH2:12][CH2:13][NH:14][C:15](=[O:16])[C:8]3=[C:7]([CH3:17])[C:6]=2[CH:5]=[C:4]([C:18]#[N:19])[CH:3]=1.[CH3:20][O:21][C:22]1[CH:27]=[CH:26][C:25](B(O)O)=[CH:24][CH:23]=1. (9) Given the product [NH2:31][CH2:30][CH2:29][NH:32][C:2]1[C:11]2[C:6](=[CH:7][CH:8]=[C:9]([Cl:12])[CH:10]=2)[N:5]=[C:4]([N:13]2[CH2:19][CH2:18][CH2:17][C:16]3[CH:20]=[C:21]([C:24]([N:26]([CH3:27])[CH3:28])=[O:25])[CH:22]=[CH:23][C:15]=3[CH2:14]2)[CH:3]=1, predict the reactants needed to synthesize it. The reactants are: Cl[C:2]1[C:11]2[C:6](=[CH:7][CH:8]=[C:9]([Cl:12])[CH:10]=2)[N:5]=[C:4]([N:13]2[CH2:19][CH2:18][CH2:17][C:16]3[CH:20]=[C:21]([C:24]([N:26]([CH3:28])[CH3:27])=[O:25])[CH:22]=[CH:23][C:15]=3[CH2:14]2)[CH:3]=1.[CH2:29]([NH2:32])[CH2:30][NH2:31].